Dataset: Catalyst prediction with 721,799 reactions and 888 catalyst types from USPTO. Task: Predict which catalyst facilitates the given reaction. (1) Reactant: F[C:2]1[C:10]([F:11])=[C:9]([F:12])[CH:8]=[CH:7][C:3]=1[C:4]([OH:6])=[O:5].[CH2:13]([C:17]1[CH:23]=[CH:22][C:20]([NH2:21])=[C:19]([F:24])[CH:18]=1)[CH2:14][CH2:15][CH3:16].[Li+].C[Si]([N-][Si](C)(C)C)(C)C. Product: [CH2:13]([C:17]1[CH:23]=[CH:22][C:20]([NH:21][C:2]2[C:10]([F:11])=[C:9]([F:12])[CH:8]=[CH:7][C:3]=2[C:4]([OH:6])=[O:5])=[C:19]([F:24])[CH:18]=1)[CH2:14][CH2:15][CH3:16]. The catalyst class is: 1. (2) Reactant: C(N(CC)C(C)C)(C)C.Cl.[NH2:11][CH:12]([C:38]1[CH:43]=[CH:42][CH:41]=[C:40]([C:44]([F:47])([F:46])[F:45])[CH:39]=1)[CH2:13][NH:14][C:15](=[O:37])[CH2:16][N:17]1[C:21](=[O:22])[N:20]([CH2:23][C@H:24]([OH:29])[C:25]([F:28])([F:27])[F:26])[C:19]([C:30]2[CH:35]=[CH:34][C:33]([Cl:36])=[CH:32][CH:31]=2)=[N:18]1.[C:48](OC(=O)C)(=[O:50])[CH3:49]. Product: [C:48]([NH:11][CH:12]([C:38]1[CH:43]=[CH:42][CH:41]=[C:40]([C:44]([F:47])([F:46])[F:45])[CH:39]=1)[CH2:13][NH:14][C:15](=[O:37])[CH2:16][N:17]1[C:21](=[O:22])[N:20]([CH2:23][C@H:24]([OH:29])[C:25]([F:28])([F:27])[F:26])[C:19]([C:30]2[CH:31]=[CH:32][C:33]([Cl:36])=[CH:34][CH:35]=2)=[N:18]1)(=[O:50])[CH3:49]. The catalyst class is: 4. (3) Reactant: C(OC(=O)[NH:7][C:8]1[CH:13]=[C:12]([N:14]([CH3:18])[CH2:15][CH2:16][CH3:17])[C:11]([Cl:19])=[CH:10][C:9]=1[NH:20][C:21](=[O:44])[CH2:22][C:23](=O)[C:24]1[CH:29]=[CH:28][CH:27]=[C:26]([N:30]2[C:34]([CH2:35][O:36]C3CCCCO3)=[CH:33][N:32]=[N:31]2)[CH:25]=1)(C)(C)C.C(O)(C(F)(F)F)=O. Product: [Cl:19][C:11]1[C:12]([N:14]([CH3:18])[CH2:15][CH2:16][CH3:17])=[CH:13][C:8]2[N:7]=[C:23]([C:24]3[CH:29]=[CH:28][CH:27]=[C:26]([N:30]4[C:34]([CH2:35][OH:36])=[CH:33][N:32]=[N:31]4)[CH:25]=3)[CH2:22][C:21](=[O:44])[NH:20][C:9]=2[CH:10]=1. The catalyst class is: 2. (4) Reactant: [F:1][C:2]([F:19])([F:18])[CH2:3][NH:4][C@H:5]1[C:13]2[C:8](=[CH:9][CH:10]=[C:11]([C:14]([O:16][CH3:17])=[O:15])[CH:12]=2)[CH2:7][CH2:6]1.[Cl:20][C:21]1[CH:29]=[CH:28][CH:27]=[CH:26][C:22]=1[C:23](Cl)=[O:24]. Product: [Cl:20][C:21]1[CH:29]=[CH:28][CH:27]=[CH:26][C:22]=1[C:23]([N:4]([C@H:5]1[C:13]2[C:8](=[CH:9][CH:10]=[C:11]([C:14]([O:16][CH3:17])=[O:15])[CH:12]=2)[CH2:7][CH2:6]1)[CH2:3][C:2]([F:18])([F:19])[F:1])=[O:24]. The catalyst class is: 2. (5) Reactant: [F:1][C:2]1[CH:3]=[C:4]([C:27]2[C:28]([C:33]#[N:34])=[CH:29][CH:30]=[CH:31][CH:32]=2)[CH:5]=[CH:6][C:7]=1[CH2:8][C:9]1[C:14](=[O:15])[N:13]([C:16]2[CH:21]=[CH:20][C:19]([OH:22])=[CH:18][CH:17]=2)[C:12]([CH3:23])=[N:11][C:10]=1[CH2:24][CH2:25][CH3:26].[Si](O[CH:43]1[CH2:48][CH2:47][CH:46]([OH:49])[CH2:45][CH2:44]1)(C(C)(C)C)(C)C.C1(P(C2C=CC=CC=2)C2C=CC=CC=2)C=CC=CC=1.[N:70]([C:71]([O:73]C(C)C)=[O:72])=[N:70][C:71]([O:73]C(C)C)=[O:72]. The catalyst class is: 253. Product: [F:1][C:2]1[CH:3]=[C:4]([C:27]2[CH:32]=[CH:31][CH:30]=[CH:29][C:28]=2[C:33]2[NH:70][C:71](=[O:72])[O:73][N:34]=2)[CH:5]=[CH:6][C:7]=1[CH2:8][C:9]1[C:14](=[O:15])[N:13]([C:16]2[CH:21]=[CH:20][C:19]([O:22][CH:43]3[CH2:44][CH2:45][CH:46]([OH:49])[CH2:47][CH2:48]3)=[CH:18][CH:17]=2)[C:12]([CH3:23])=[N:11][C:10]=1[CH2:24][CH2:25][CH3:26]. (6) Reactant: [Br:1][C:2]1[CH:7]=[CH:6][C:5]([NH2:8])=[CH:4][C:3]=1[CH3:9].Cl[CH2:11][CH2:12][N:13]=[C:14]=[O:15].[H-].[Na+].O. Product: [Br:1][C:2]1[CH:7]=[CH:6][C:5]([N:8]2[CH2:11][CH2:12][NH:13][C:14]2=[O:15])=[CH:4][C:3]=1[CH3:9]. The catalyst class is: 1.